Dataset: Full USPTO retrosynthesis dataset with 1.9M reactions from patents (1976-2016). Task: Predict the reactants needed to synthesize the given product. (1) Given the product [C:1]1([C:7](=[CH2:14])[C:8](=[O:10])[CH3:9])[CH:6]=[CH:5][CH:4]=[CH:3][CH:2]=1, predict the reactants needed to synthesize it. The reactants are: [C:1]1([CH2:7][C:8](=[O:10])[CH3:9])[CH:6]=[CH:5][CH:4]=[CH:3][CH:2]=1.C=O.N1CCCC[CH2:14]1.CC(O)=O. (2) The reactants are: Br[C:2]1[S:3][C:4]([NH:32]C(=O)OC(C)(C)C)=[C:5]([C:7](=[O:31])[NH:8][C:9]2[CH:10]=[N:11][N:12]([CH3:30])[C:13]=2[C@@H:14]2[CH2:20][CH2:19][C@@H:18]([NH:21]C(OC(C)(C)C)=O)[C@@H:17]([F:29])[CH2:16][O:15]2)[N:6]=1.[F:40][C:41]1[C:46]([C:47]([F:50])([F:49])[F:48])=[CH:45][CH:44]=[CH:43][C:42]=1B(O)O. Given the product [NH2:32][C:4]1[S:3][C:2]([C:42]2[CH:43]=[CH:44][CH:45]=[C:46]([C:47]([F:50])([F:49])[F:48])[C:41]=2[F:40])=[N:6][C:5]=1[C:7]([NH:8][C:9]1[CH:10]=[N:11][N:12]([CH3:30])[C:13]=1[C@@H:14]1[CH2:20][CH2:19][C@@H:18]([NH2:21])[C@@H:17]([F:29])[CH2:16][O:15]1)=[O:31], predict the reactants needed to synthesize it. (3) The reactants are: [C:1]([N:4]1[CH2:9][CH2:8][CH:7]([C:10]([OH:12])=O)[CH2:6][CH2:5]1)(=[O:3])[CH3:2].N1(C(N2C=CN=C2)=O)C=CN=C1.Cl.[CH3:26][O:27][NH:28][CH3:29].Cl. Given the product [C:1]([N:4]1[CH2:5][CH2:6][CH:7]([C:10]([N:28]([O:27][CH3:26])[CH3:29])=[O:12])[CH2:8][CH2:9]1)(=[O:3])[CH3:2], predict the reactants needed to synthesize it. (4) Given the product [CH:11]1([N:8]2[C:9]3[CH:10]=[C:2]([C:39]4[CH:38]=[N:37][C:36]([N:33]5[CH2:34][CH2:35][N:30]([CH3:29])[CH2:31][CH2:32]5)=[N:41][CH:40]=4)[CH:3]=[C:4]([C:16]([NH:18][CH2:19][C:20]4[C:21](=[O:28])[NH:22][C:23]([CH3:27])=[CH:24][C:25]=4[CH3:26])=[O:17])[C:5]=3[CH:6]=[N:7]2)[CH2:15][CH2:14][CH2:13][CH2:12]1, predict the reactants needed to synthesize it. The reactants are: Br[C:2]1[CH:3]=[C:4]([C:16]([NH:18][CH2:19][C:20]2[C:21](=[O:28])[NH:22][C:23]([CH3:27])=[CH:24][C:25]=2[CH3:26])=[O:17])[C:5]2[CH:6]=[N:7][N:8]([CH:11]3[CH2:15][CH2:14][CH2:13][CH2:12]3)[C:9]=2[CH:10]=1.[CH3:29][N:30]1[CH2:35][CH2:34][N:33]([C:36]2[N:41]=[CH:40][C:39](B3OC(C)(C)C(C)(C)O3)=[CH:38][N:37]=2)[CH2:32][CH2:31]1.C([O-])([O-])=O.[Na+].[Na+].COCCOC. (5) Given the product [N+:23]([CH2:22][C:18]1[CH:17]=[C:16]([C:2]#[C:1][C:3]2[CH:8]=[CH:7][C:6]([CH2:9][CH2:10][C:11]([O:13][CH3:14])=[O:12])=[CH:5][CH:4]=2)[CH:21]=[CH:20][CH:19]=1)#[C-:24], predict the reactants needed to synthesize it. The reactants are: [C:1]([C:3]1[CH:8]=[CH:7][C:6]([CH2:9][CH2:10][C:11]([O:13][CH3:14])=[O:12])=[CH:5][CH:4]=1)#[CH:2].Br[C:16]1[CH:21]=[CH:20][CH:19]=[C:18]([CH2:22][N+:23]#[C-:24])[CH:17]=1. (6) Given the product [CH:8]1([N:11]2[CH2:5][CH2:4][CH:3]([OH:7])[CH2:2]2)[CH2:10][CH2:9]1, predict the reactants needed to synthesize it. The reactants are: Br[CH2:2][CH:3]([OH:7])[CH2:4][CH2:5]Br.[CH:8]1([NH2:11])[CH2:10][CH2:9]1.